This data is from Forward reaction prediction with 1.9M reactions from USPTO patents (1976-2016). The task is: Predict the product of the given reaction. (1) The product is: [Cl:1][C:2]1[N:7]=[C:6]([N:10]([CH3:12])[CH3:11])[CH:5]=[C:4]([CH3:9])[N:3]=1.[Cl:8][C:6]1[CH:5]=[C:4]([CH3:9])[N:3]=[C:2]([N:10]([CH3:12])[CH3:11])[N:7]=1. Given the reactants [Cl:1][C:2]1[N:7]=[C:6]([Cl:8])[CH:5]=[C:4]([CH3:9])[N:3]=1.[NH:10]([CH3:12])[CH3:11].C([O-])(O)=O.[Na+], predict the reaction product. (2) Given the reactants [CH3:1][N:2]([CH2:13][C:14]1[N:18]([CH2:19][C:20]([OH:22])=O)[C:17]2[CH:23]=[CH:24][CH:25]=[CH:26][C:16]=2[N:15]=1)[CH:3]1[C:12]2[N:11]=[CH:10][CH:9]=[CH:8][C:7]=2[CH2:6][CH2:5][CH2:4]1.[NH2:27][CH2:28][CH2:29][CH2:30][NH:31][C:32](=[O:38])[O:33][C:34]([CH3:37])([CH3:36])[CH3:35].C(N(CC)C(C)C)(C)C, predict the reaction product. The product is: [CH3:1][N:2]([CH2:13][C:14]1[N:18]([CH2:19][C:20]([NH:27][CH2:28][CH2:29][CH2:30][NH:31][C:32](=[O:38])[O:33][C:34]([CH3:36])([CH3:35])[CH3:37])=[O:22])[C:17]2[CH:23]=[CH:24][CH:25]=[CH:26][C:16]=2[N:15]=1)[CH:3]1[C:12]2[N:11]=[CH:10][CH:9]=[CH:8][C:7]=2[CH2:6][CH2:5][CH2:4]1. (3) Given the reactants [C:1](#[N:4])[CH2:2]C.C[Si]([N-][Si](C)(C)C)(C)C.[Li+].[OH:15][C:16]([CH3:24])([CH3:23])[CH2:17][C:18]([O:20]CC)=O, predict the reaction product. The product is: [OH:15][C:16]([CH3:23])([CH3:24])[CH2:17][C:18](=[O:20])[CH2:2][C:1]#[N:4]. (4) Given the reactants [C:1]([C@@H:4]1[C:8]([CH3:10])([CH3:9])[S:7][CH2:6][N:5]1C(OC(C)(C)C)=O)(=[O:3])[NH2:2].[ClH:18], predict the reaction product. The product is: [ClH:18].[CH3:9][C:8]1([CH3:10])[S:7][CH2:6][NH:5][C@@H:4]1[C:1]([NH2:2])=[O:3]. (5) The product is: [F:17][C:18]1[CH:26]=[C:25]2[C:21]([C:22]([CH2:27][CH2:28][NH:29][C:11]([C:8]3[CH:7]=[C:6]([CH2:5][C:4]4[CH:14]=[CH:15][CH:16]=[C:2]([F:1])[CH:3]=4)[O:10][N:9]=3)=[O:13])=[CH:23][NH:24]2)=[CH:20][CH:19]=1. Given the reactants [F:1][C:2]1[CH:3]=[C:4]([CH:14]=[CH:15][CH:16]=1)[CH2:5][C:6]1[O:10][N:9]=[C:8]([C:11]([OH:13])=O)[CH:7]=1.[F:17][C:18]1[CH:26]=[C:25]2[C:21]([C:22]([CH2:27][CH2:28][NH2:29])=[CH:23][NH:24]2)=[CH:20][CH:19]=1.CN(C(ON1N=NC2C=CC=NC1=2)=[N+](C)C)C.F[P-](F)(F)(F)(F)F.C(N(CC)C(C)C)(C)C, predict the reaction product. (6) Given the reactants Cl[C:2]1[N:7]=[C:6]([NH:8][CH3:9])[N:5]=[C:4]([NH:10][C@@H:11]2[CH2:16][CH2:15][C@H:14]([C:17]([OH:19])=[O:18])[CH2:13][CH2:12]2)[N:3]=1.[NH:20]1[CH2:25][CH2:24][CH2:23][CH2:22][CH2:21]1, predict the reaction product. The product is: [CH3:9][NH:8][C:6]1[N:7]=[C:2]([N:20]2[CH2:25][CH2:24][CH2:23][CH2:22][CH2:21]2)[N:3]=[C:4]([NH:10][C@@H:11]2[CH2:12][CH2:13][C@H:14]([C:17]([OH:19])=[O:18])[CH2:15][CH2:16]2)[N:5]=1. (7) Given the reactants [CH3:1][C:2]1[C:11]([N+:12]([O-])=O)=[CH:10][CH:9]=[CH:8][C:3]=1[CH2:4][NH:5][CH2:6][CH3:7], predict the reaction product. The product is: [CH2:6]([NH:5][CH2:4][C:3]1[C:2]([CH3:1])=[C:11]([CH:10]=[CH:9][CH:8]=1)[NH2:12])[CH3:7]. (8) Given the reactants [S:1]1[C:5]2[CH:6]=[CH:7][CH:8]=[CH:9][C:4]=2[C:3]([CH2:10][C:11]#[N:12])=[CH:2]1.[C:13](O[C:13]([O:15][C:16]([CH3:19])([CH3:18])[CH3:17])=[O:14])([O:15][C:16]([CH3:19])([CH3:18])[CH3:17])=[O:14].[BH4-].[Na+], predict the reaction product. The product is: [S:1]1[C:5]2[CH:6]=[CH:7][CH:8]=[CH:9][C:4]=2[C:3]([CH2:10][CH2:11][NH:12][C:13](=[O:14])[O:15][C:16]([CH3:19])([CH3:18])[CH3:17])=[CH:2]1. (9) Given the reactants [NH2:1][C:2]1[N:7]([CH2:8][C:9]2[CH:14]=[CH:13][CH:12]=[CH:11][CH:10]=2)[C:6](=[O:15])[NH:5][C:4](=[O:16])[C:3]=1[N:17]=O.S(S([O-])=O)([O-])=O.[Na+].[Na+], predict the reaction product. The product is: [NH2:17][C:3]1[C:4](=[O:16])[NH:5][C:6](=[O:15])[N:7]([CH2:8][C:9]2[CH:14]=[CH:13][CH:12]=[CH:11][CH:10]=2)[C:2]=1[NH2:1]. (10) Given the reactants [C:1]([C:4]1[NH:5][C:6](=O)[C:7]2[C:12]([C:13]=1[OH:14])=[CH:11][CH:10]=[CH:9][CH:8]=2)(=[O:3])[CH3:2].P(Cl)(Cl)([Cl:18])=O, predict the reaction product. The product is: [Cl:18][C:6]1[C:7]2[C:12](=[CH:11][CH:10]=[CH:9][CH:8]=2)[C:13]([OH:14])=[C:4]([C:1](=[O:3])[CH3:2])[N:5]=1.